From a dataset of Forward reaction prediction with 1.9M reactions from USPTO patents (1976-2016). Predict the product of the given reaction. (1) Given the reactants [Cl:1][C:2]1[C:3]2[NH:10][CH:9]=[CH:8][C:4]=2[N:5]=[CH:6][N:7]=1.Cl[CH2:12][CH2:13][S:14][CH3:15].C(=O)([O-])[O-].[Cs+].[Cs+].CN(C)C=O, predict the reaction product. The product is: [Cl:1][C:2]1[C:3]2[N:10]([CH2:12][CH2:13][S:14][CH3:15])[CH:9]=[CH:8][C:4]=2[N:5]=[CH:6][N:7]=1. (2) Given the reactants Br[CH2:2][C:3]([O:5]C(C)(C)C)=[O:4].[NH:10]1[CH2:14][CH2:13][CH2:12][CH2:11]1.[ClH:15], predict the reaction product. The product is: [ClH:15].[N:10]1([CH2:2][C:3]([OH:5])=[O:4])[CH2:14][CH2:13][CH2:12][CH2:11]1. (3) Given the reactants [C:1]([C:3]1[CH:8]=[CH:7][C:6]([S:9]([N:12]([CH3:16])[CH2:13][CH:14]=O)(=[O:11])=[O:10])=[CH:5][CH:4]=1)#[N:2].[C:17]([O:21][C:22]([N:24]1[CH2:31][CH:30]2[O:32][CH:26]([CH2:27][NH:28][CH2:29]2)[CH2:25]1)=[O:23])([CH3:20])([CH3:19])[CH3:18].C(O)(=O)C.[BH3-]C#N.[Na+], predict the reaction product. The product is: [C:17]([O:21][C:22]([N:24]1[CH2:25][CH:26]2[O:32][CH:30]([CH2:29][N:28]([CH2:14][CH2:13][N:12]([S:9]([C:6]3[CH:7]=[CH:8][C:3]([C:1]#[N:2])=[CH:4][CH:5]=3)(=[O:11])=[O:10])[CH3:16])[CH2:27]2)[CH2:31]1)=[O:23])([CH3:20])([CH3:18])[CH3:19]. (4) Given the reactants [NH:1]1[C:9]2[C:4](=[CH:5][CH:6]=[C:7]([CH2:10][NH:11][CH3:12])[CH:8]=2)[CH:3]=[CH:2]1.Cl.Cl.[CH3:15][N:16]1[CH2:22][C:21]2[CH:23]=[C:24](/[CH:27]=[CH:28]/[C:29]([OH:31])=O)[CH:25]=[N:26][C:20]=2[NH:19][C:18](=[O:32])[CH2:17]1.C(N(C(C)C)CC)(C)C.CCN=C=NCCCN(C)C.Cl, predict the reaction product. The product is: [NH:1]1[C:9]2[C:4](=[CH:5][CH:6]=[C:7]([CH2:10][N:11]([CH3:12])[C:29](=[O:31])/[CH:28]=[CH:27]/[C:24]3[CH:25]=[N:26][C:20]4[NH:19][C:18](=[O:32])[CH2:17][N:16]([CH3:15])[CH2:22][C:21]=4[CH:23]=3)[CH:8]=2)[CH:3]=[CH:2]1. (5) Given the reactants [F:1][C:2]1[CH:3]=[C:4]([CH:8]=[CH:9][C:10]=1[O:11][C:12]1[CH:17]=[C:16]([C:18]2[NH:19][C:20]([C:23]3[S:24][CH:25]=[CH:26][N:27]=3)=[CH:21][CH:22]=2)[CH:15]=[C:14]([O:28][C@@H:29]([CH3:33])[CH2:30][O:31][CH3:32])[CH:13]=1)[C:5](O)=[O:6].Cl.CN.[CH3:37][N:38](C(ON1N=NC2C=CC=NC1=2)=[N+](C)C)C.F[P-](F)(F)(F)(F)F.C(N(CC)C(C)C)(C)C, predict the reaction product. The product is: [F:1][C:2]1[CH:3]=[C:4]([CH:8]=[CH:9][C:10]=1[O:11][C:12]1[CH:17]=[C:16]([C:18]2[NH:19][C:20]([C:23]3[S:24][CH:25]=[CH:26][N:27]=3)=[CH:21][CH:22]=2)[CH:15]=[C:14]([O:28][C@@H:29]([CH3:33])[CH2:30][O:31][CH3:32])[CH:13]=1)[C:5]([NH:38][CH3:37])=[O:6]. (6) Given the reactants [Br:1][C:2]1[C:7]2[N:8]=[C:9]([NH2:11])[S:10][C:6]=2[CH:5]=[C:4]([CH3:12])[C:3]=1[F:13].[C:14](O[C:14]([O:16][C:17]([CH3:20])([CH3:19])[CH3:18])=[O:15])([O:16][C:17]([CH3:20])([CH3:19])[CH3:18])=[O:15], predict the reaction product. The product is: [C:17]([O:16][C:14](=[O:15])[NH:11][C:9]1[S:10][C:6]2[CH:5]=[C:4]([CH3:12])[C:3]([F:13])=[C:2]([Br:1])[C:7]=2[N:8]=1)([CH3:20])([CH3:19])[CH3:18].